This data is from Full USPTO retrosynthesis dataset with 1.9M reactions from patents (1976-2016). The task is: Predict the reactants needed to synthesize the given product. (1) Given the product [F:1][C:2]1[CH:8]=[CH:7][C:5]([NH:6][CH2:29][C:26]2[S:25][C:24]([NH:23][C:13]3[CH:14]=[CH:15][C:16]([N:17]4[CH:21]=[C:20]([CH3:22])[N:19]=[CH:18]4)=[C:11]([O:10][CH3:9])[CH:12]=3)=[N:28][CH:27]=2)=[CH:4][CH:3]=1, predict the reactants needed to synthesize it. The reactants are: [F:1][C:2]1[CH:8]=[CH:7][C:5]([NH2:6])=[CH:4][CH:3]=1.[CH3:9][O:10][C:11]1[CH:12]=[C:13]([NH:23][C:24]2[S:25][C:26]([CH:29]=O)=[CH:27][N:28]=2)[CH:14]=[CH:15][C:16]=1[N:17]1[CH:21]=[C:20]([CH3:22])[N:19]=[CH:18]1.C(O[BH-](OC(=O)C)OC(=O)C)(=O)C.[Na+].[OH-].[Na+]. (2) Given the product [O:14]1[C:10]([C:8]2[CH:9]=[C:4]([CH:5]=[C:6]([C:15]3[O:19][CH:18]=[N:17][CH:16]=3)[CH:7]=2)[NH2:1])=[CH:11][N:12]=[CH:13]1, predict the reactants needed to synthesize it. The reactants are: [N+:1]([C:4]1[CH:5]=[C:6]([C:15]2[O:19][CH:18]=[N:17][CH:16]=2)[CH:7]=[C:8]([C:10]2[O:14][CH:13]=[N:12][CH:11]=2)[CH:9]=1)([O-])=O. (3) Given the product [C:13]([C:14]([NH:1][C:2]1[CH:10]=[CH:9][C:5]([C:6]([OH:8])=[O:7])=[C:4]([F:11])[CH:3]=1)([CH3:17])[CH3:15])([OH:24])=[O:20], predict the reactants needed to synthesize it. The reactants are: [NH2:1][C:2]1[CH:10]=[CH:9][C:5]([C:6]([OH:8])=[O:7])=[C:4]([F:11])[CH:3]=1.Cl[C:13](Cl)(Cl)[C:14]([CH3:17])(O)[CH3:15].[OH-:20].[Na+].CC(C)=[O:24]. (4) Given the product [NH2:20][CH2:19][CH2:18][N:17]([CH3:16])[C:9](=[O:10])[O:11][C:12]([CH3:13])([CH3:14])[CH3:15], predict the reactants needed to synthesize it. The reactants are: [C:9](O[C:9]([O:11][C:12]([CH3:15])([CH3:14])[CH3:13])=[O:10])([O:11][C:12]([CH3:15])([CH3:14])[CH3:13])=[O:10].[CH3:16][NH:17][CH2:18][CH2:19][NH2:20]. (5) Given the product [NH2:1][C:2]1[N:7]=[C:6]([NH:8][CH2:9][CH2:10][CH2:11][CH3:12])[C:5]([CH2:13][C:14]2[CH:19]=[CH:18][C:17]([CH2:20][C:21]([O:23][CH2:33][CH2:32][CH2:31][S:28]([CH3:27])(=[O:30])=[O:29])=[O:22])=[CH:16][C:15]=2[O:24][CH3:25])=[C:4]([CH3:26])[N:3]=1, predict the reactants needed to synthesize it. The reactants are: [NH2:1][C:2]1[N:7]=[C:6]([NH:8][CH2:9][CH2:10][CH2:11][CH3:12])[C:5]([CH2:13][C:14]2[CH:19]=[CH:18][C:17]([CH2:20][C:21]([OH:23])=[O:22])=[CH:16][C:15]=2[O:24][CH3:25])=[C:4]([CH3:26])[N:3]=1.[CH3:27][S:28]([CH2:31][CH2:32][CH2:33]O)(=[O:30])=[O:29]. (6) The reactants are: Br[C:2]1[CH:3]=[CH:4][C:5]2[C:6]3[CH2:16][N:15]([C:17]([O:19][C:20]([CH3:23])([CH3:22])[CH3:21])=[O:18])[CH2:14][CH2:13][CH2:12][C:7]=3[N:8]([CH3:11])[C:9]=2[CH:10]=1.[CH3:24][C:25]1[N:30]=[CH:29][C:28]([C:31]2[CH:36]=[CH:35][NH:34][C:33](=[O:37])[CH:32]=2)=[CH:27][CH:26]=1.C([O-])([O-])=O.[Cs+].[Cs+].OC1C=CC=C2C=1N=CC=C2. Given the product [CH3:11][N:8]1[C:9]2[CH:10]=[C:2]([N:34]3[CH:35]=[CH:36][C:31]([C:28]4[CH:29]=[N:30][C:25]([CH3:24])=[CH:26][CH:27]=4)=[CH:32][C:33]3=[O:37])[CH:3]=[CH:4][C:5]=2[C:6]2[CH2:16][N:15]([C:17]([O:19][C:20]([CH3:23])([CH3:22])[CH3:21])=[O:18])[CH2:14][CH2:13][CH2:12][C:7]1=2, predict the reactants needed to synthesize it. (7) Given the product [CH2:20]([O:19][CH2:18][CH2:17][N:1]1[C:9]2[CH:8]=[CH:7][CH:6]=[C:5]([C:10]([O:12][CH3:13])=[O:11])[C:4]=2[CH:3]=[CH:2]1)[C:21]1[CH:26]=[CH:25][CH:24]=[CH:23][CH:22]=1, predict the reactants needed to synthesize it. The reactants are: [NH:1]1[C:9]2[CH:8]=[CH:7][CH:6]=[C:5]([C:10]([O:12][CH3:13])=[O:11])[C:4]=2[CH:3]=[CH:2]1.[H-].[Na+].Br[CH2:17][CH2:18][O:19][CH2:20][C:21]1[CH:26]=[CH:25][CH:24]=[CH:23][CH:22]=1.[Cl-].[NH4+]. (8) Given the product [CH2:14]([N:11]1[N:10]=[N:9][C:8]([C:5]2[CH:4]=[CH:3][C:2]([CH3:1])=[CH:7][CH:6]=2)=[N:12]1)[CH3:15], predict the reactants needed to synthesize it. The reactants are: [CH3:1][C:2]1[CH:7]=[CH:6][C:5]([C:8]2[NH:12][N:11]=[N:10][N:9]=2)=[CH:4][CH:3]=1.I[CH2:14][CH3:15].C(=O)([O-])[O-].[K+].[K+].